This data is from Catalyst prediction with 721,799 reactions and 888 catalyst types from USPTO. The task is: Predict which catalyst facilitates the given reaction. (1) Reactant: [C:1]1([C@@H:11]([NH2:13])[CH3:12])[C:10]2[C:5](=[CH:6][CH:7]=[CH:8][CH:9]=2)[CH:4]=[CH:3][CH:2]=1.C([O-])([O-])=O.[K+].[K+].Br[CH:21]([CH2:26]Br)[C:22]([O:24][CH3:25])=[O:23]. Product: [CH3:25][O:24][C:22]([CH:21]1[CH2:26][N:13]1[CH:11]([C:1]1[C:10]2[C:5](=[CH:6][CH:7]=[CH:8][CH:9]=2)[CH:4]=[CH:3][CH:2]=1)[CH3:12])=[O:23]. The catalyst class is: 10. (2) The catalyst class is: 160. Reactant: Br[C:2]1[CH:7]=[C:6]([F:8])[CH:5]=[CH:4][C:3]=1[O:9][CH3:10].[Cl:11][C:12]1[CH:18]=[C:17]([S:19]([CH3:22])(=[O:21])=[O:20])[CH:16]=[CH:15][C:13]=1[NH2:14].C(=O)([O-])[O-].[Cs+].[Cs+].C1(P(C2CCCCC2)C2C=CC=CC=2C2C(CCC)=CC(CCC)=CC=2CCC)CCCCC1. Product: [Cl:11][C:12]1[CH:18]=[C:17]([S:19]([CH3:22])(=[O:21])=[O:20])[CH:16]=[CH:15][C:13]=1[NH:14][C:2]1[CH:7]=[C:6]([F:8])[CH:5]=[CH:4][C:3]=1[O:9][CH3:10]. (3) Product: [C:1]([O:5][C:6]([N:8]1[CH2:13][CH2:12][O:11][C@H:10]([C:14](=[O:19])[C:25]2[CH:24]=[CH:23][CH:22]=[C:21]([F:20])[CH:26]=2)[CH2:9]1)=[O:7])([CH3:2])([CH3:3])[CH3:4]. The catalyst class is: 7. Reactant: [C:1]([O:5][C:6]([N:8]1[CH2:13][CH2:12][O:11][C@H:10]([C:14](=[O:19])N(OC)C)[CH2:9]1)=[O:7])([CH3:4])([CH3:3])[CH3:2].[F:20][C:21]1[CH:22]=[C:23]([Mg]Br)[CH:24]=[CH:25][CH:26]=1. (4) Product: [ClH:8].[Cl:43][C:42]1[CH:41]=[CH:40][C:24]([NH:25][C:26]2[C:35]3[C:30](=[CH:31][C:32]([O:38][CH3:39])=[C:33]([O:36][CH3:37])[CH:34]=3)[N:29]=[CH:28][N:27]=2)=[CH:23][C:22]=1[NH:21][C:6](=[O:7])[C:5]1[CH:9]=[CH:10][C:11]([O:12][CH3:13])=[C:3]([O:2][CH3:1])[CH:4]=1. Reactant: [CH3:1][O:2][C:3]1[CH:4]=[C:5]([CH:9]=[CH:10][C:11]=1[O:12][CH3:13])[C:6]([Cl:8])=[O:7].C(N(CC)CC)C.[NH2:21][C:22]1[CH:23]=[C:24]([CH:40]=[CH:41][C:42]=1[Cl:43])[NH:25][C:26]1[C:35]2[C:30](=[CH:31][C:32]([O:38][CH3:39])=[C:33]([O:36][CH3:37])[CH:34]=2)[N:29]=[CH:28][N:27]=1. The catalyst class is: 2. (5) Reactant: [NH2:1][C:2]1[N:7]=[C:6]([NH:8][C:9]([C:11]2[C:12]([CH3:16])=[N:13][O:14][CH:15]=2)=[O:10])[CH:5]=[N:4][C:3]=1Cl.[F:18][C:19]([F:34])([F:33])[O:20][C:21]1[CH:26]=[CH:25][C:24]([O:27][CH2:28][CH3:29])=[CH:23][C:22]=1B(O)O.C(=O)([O-])[O-].[Cs+].[Cs+]. Product: [NH2:1][C:2]1[N:7]=[C:6]([NH:8][C:9]([C:11]2[C:12]([CH3:16])=[N:13][O:14][CH:15]=2)=[O:10])[CH:5]=[N:4][C:3]=1[C:22]1[CH:23]=[C:24]([O:27][CH2:28][CH3:29])[CH:25]=[CH:26][C:21]=1[O:20][C:19]([F:18])([F:34])[F:33]. The catalyst class is: 38. (6) Reactant: [H-].[Na+].[OH:3][CH:4]1[CH2:9][CH2:8][CH:7]([NH:10][C:11](=[O:17])[O:12][C:13]([CH3:16])([CH3:15])[CH3:14])[CH2:6][CH2:5]1.Cl[C:19]1[C:20]2[C:21]3[C@H:22]([CH2:32][C:33]([O:35][CH2:36][CH3:37])=[O:34])[CH2:23][CH2:24][CH2:25][C:26]=3[S:27][C:28]=2[N:29]=[CH:30][N:31]=1. Product: [C:13]([O:12][C:11]([NH:10][CH:7]1[CH2:8][CH2:9][CH:4]([O:3][C:19]2[C:20]3[C:21]4[C@H:22]([CH2:32][C:33]([O:35][CH2:36][CH3:37])=[O:34])[CH2:23][CH2:24][CH2:25][C:26]=4[S:27][C:28]=3[N:29]=[CH:30][N:31]=2)[CH2:5][CH2:6]1)=[O:17])([CH3:14])([CH3:16])[CH3:15]. The catalyst class is: 1. (7) Reactant: C([N:8]1[CH2:12][CH2:11][CH:10]([C:13]([O:15][CH3:16])=[O:14])[CH2:9]1)C1C=CC=CC=1.[Cl:17]C(OC(Cl)C)=O. Product: [ClH:17].[NH:8]1[CH2:12][CH2:11][CH:10]([C:13]([O:15][CH3:16])=[O:14])[CH2:9]1. The catalyst class is: 26. (8) Reactant: B(Br)(Br)Br.C[O:6][C:7]1[CH:15]=[CH:14][CH:13]=[C:12]2[C:8]=1[CH:9]=[C:10]([C:16]([O:18][CH3:19])=[O:17])[NH:11]2. Product: [OH:6][C:7]1[CH:15]=[CH:14][CH:13]=[C:12]2[C:8]=1[CH:9]=[C:10]([C:16]([O:18][CH3:19])=[O:17])[NH:11]2. The catalyst class is: 2. (9) Reactant: C(OC(=O)[NH:7][CH:8]1[CH2:13][CH2:12][N:11]([C:14]2[C:15]3[S:22][CH:21]=[CH:20][C:16]=3[N:17]=[CH:18][N:19]=2)[CH2:10][CH2:9]1)(C)(C)C.C(O)(C(F)(F)F)=O. Product: [N:17]1[C:16]2[CH:20]=[CH:21][S:22][C:15]=2[C:14]([N:11]2[CH2:10][CH2:9][CH:8]([NH2:7])[CH2:13][CH2:12]2)=[N:19][CH:18]=1. The catalyst class is: 2.